Dataset: Full USPTO retrosynthesis dataset with 1.9M reactions from patents (1976-2016). Task: Predict the reactants needed to synthesize the given product. (1) Given the product [CH:8]1([CH:3]2[CH2:4][CH2:5][CH2:6][CH2:7][N:2]2[OH:1])[CH2:13][CH2:12][CH2:11][CH2:10][CH2:9]1, predict the reactants needed to synthesize it. The reactants are: [OH:1][N:2]1[CH2:7][CH2:6][CH2:5][CH2:4][CH2:3]1.[CH:8]1([Mg]Cl)[CH2:13][CH2:12][CH2:11][CH2:10][CH2:9]1.[Cl-].[NH4+]. (2) Given the product [CH2:1]([O:3][C:4](=[O:30])[CH2:5][CH2:6][S:7][C:8]1[S:12][C:11]([NH:13][C:14]([N:16]([CH:17]2[CH2:22][CH2:21][N:20]([S:33](=[O:35])(=[O:34])[N:32]([CH3:37])[CH3:31])[CH2:19][CH2:18]2)[C@H:23]2[CH2:28][CH2:27][C@H:26]([CH3:29])[CH2:25][CH2:24]2)=[O:15])=[N:10][CH:9]=1)[CH3:2].[CH3:31][N:32]([CH3:37])[S:33]([N:20]1[CH2:19][CH2:18][CH:17]([N:16]([C@H:23]2[CH2:28][CH2:27][C@H:26]([CH3:29])[CH2:25][CH2:24]2)[C:14](=[O:15])[NH:13][C:11]2[S:12][C:8]([S:7][CH2:6][CH2:5][C:4]([OH:3])=[O:30])=[CH:9][N:10]=2)[CH2:22][CH2:21]1)(=[O:35])=[O:34], predict the reactants needed to synthesize it. The reactants are: [CH2:1]([O:3][C:4](=[O:30])[CH2:5][CH2:6][S:7][C:8]1[S:12][C:11]([NH:13][C:14]([N:16]([C@H:23]2[CH2:28][CH2:27][C@H:26]([CH3:29])[CH2:25][CH2:24]2)[CH:17]2[CH2:22][CH2:21][NH:20][CH2:19][CH2:18]2)=[O:15])=[N:10][CH:9]=1)[CH3:2].[CH3:31][N:32]([CH3:37])[S:33](Cl)(=[O:35])=[O:34]. (3) Given the product [C:1]([NH:5][S:7]([C:10]1[CH:19]=[CH:18][CH:17]=[C:16]([N+:20]([O-:22])=[O:21])[C:11]=1[C:12]([O:14][CH3:15])=[O:13])(=[O:8])=[O:9])([CH3:4])([CH3:3])[CH3:2], predict the reactants needed to synthesize it. The reactants are: [C:1]([NH2:5])([CH3:4])([CH3:3])[CH3:2].Cl[S:7]([C:10]1[CH:19]=[CH:18][CH:17]=[C:16]([N+:20]([O-:22])=[O:21])[C:11]=1[C:12]([O:14][CH3:15])=[O:13])(=[O:9])=[O:8].Cl.